This data is from Full USPTO retrosynthesis dataset with 1.9M reactions from patents (1976-2016). The task is: Predict the reactants needed to synthesize the given product. (1) Given the product [CH3:31][N:32]([CH3:33])[CH2:35][CH2:36][CH2:14][NH:16][C:10]([C:3]1[N:2]([CH3:1])[CH:6]=[C:5]([N+:7]([O-:9])=[O:8])[CH:4]=1)=[O:11], predict the reactants needed to synthesize it. The reactants are: [CH3:1][N:2]1[CH:6]=[C:5]([N+:7]([O-:9])=[O:8])[CH:4]=[C:3]1[C:10](Cl)=[O:11].C[CH:14]([NH:16]P(OC1C=CC(Cl)=CC=1Cl)(OC)=S)C.C[CH2:31][N:32]([CH2:35][CH3:36])[CH2:33]C. (2) Given the product [CH:33]([N:32]([CH3:31])[C:25](=[O:26])[C:24]1[CH:28]=[CH:29][CH:30]=[C:22]([CH2:21][CH:18]2[CH2:19][CH2:20][N:15]([CH2:14][CH2:13][O:12][C:8]3[CH:7]=[CH:6][CH:5]=[C:4]4[C:9]=3[CH:10]=[CH:11][C:2]([CH3:1])=[N:3]4)[CH2:16][CH2:17]2)[CH:23]=1)([CH3:35])[CH3:34], predict the reactants needed to synthesize it. The reactants are: [CH3:1][C:2]1[CH:11]=[CH:10][C:9]2[C:4](=[CH:5][CH:6]=[CH:7][C:8]=2[O:12][CH2:13][CH2:14][N:15]2[CH2:20][CH2:19][CH:18]([CH2:21][C:22]3[CH:23]=[C:24]([CH:28]=[CH:29][CH:30]=3)[C:25](O)=[O:26])[CH2:17][CH2:16]2)[N:3]=1.[CH3:31][NH:32][CH:33]([CH3:35])[CH3:34]. (3) Given the product [N:1]1[CH:6]=[CH:5][C:4]([CH2:7][NH:8][C:9]([C:11]2[N:12]([CH3:26])[C:13]([C:16]3[S:24][C:23]4[C:18](=[N:19][CH:20]=[CH:21][C:22]=4[NH:37][C:33]4[CH:34]=[C:35]5[C:30](=[CH:31][CH:32]=4)[NH:29][C:28]([CH3:27])=[CH:36]5)[CH:17]=3)=[CH:14][N:15]=2)=[O:10])=[CH:3][CH:2]=1, predict the reactants needed to synthesize it. The reactants are: [N:1]1[CH:6]=[CH:5][C:4]([CH2:7][NH:8][C:9]([C:11]2[N:12]([CH3:26])[C:13]([C:16]3[S:24][C:23]4[C:18](=[N:19][CH:20]=[CH:21][C:22]=4Cl)[CH:17]=3)=[CH:14][N:15]=2)=[O:10])=[CH:3][CH:2]=1.[CH3:27][C:28]1[NH:29][C:30]2[C:35]([CH:36]=1)=[CH:34][C:33]([NH2:37])=[CH:32][CH:31]=2.